From a dataset of Peptide-MHC class I binding affinity with 185,985 pairs from IEDB/IMGT. Regression. Given a peptide amino acid sequence and an MHC pseudo amino acid sequence, predict their binding affinity value. This is MHC class I binding data. (1) The peptide sequence is MLLRSAIGQV. The MHC is HLA-A02:01 with pseudo-sequence HLA-A02:01. The binding affinity (normalized) is 0.564. (2) The peptide sequence is HENKNATWCL. The MHC is HLA-B40:01 with pseudo-sequence HLA-B40:01. The binding affinity (normalized) is 0.370. (3) The peptide sequence is DEHLRGFSK. The MHC is HLA-A26:01 with pseudo-sequence HLA-A26:01. The binding affinity (normalized) is 0. (4) The peptide sequence is YTVKYPWL. The MHC is H-2-Kb with pseudo-sequence H-2-Kb. The binding affinity (normalized) is 0.417. (5) The MHC is Patr-A0901 with pseudo-sequence Patr-A0901. The binding affinity (normalized) is 0.317. The peptide sequence is PFLLAQFTSAI. (6) The peptide sequence is HVLLPFYETL. The binding affinity (normalized) is 0.561. The MHC is HLA-A02:06 with pseudo-sequence HLA-A02:06. (7) The peptide sequence is IEELRQHLL. The MHC is H-2-Kk with pseudo-sequence H-2-Kk. The binding affinity (normalized) is 0.568. (8) The peptide sequence is RLSSNSRIL. The binding affinity (normalized) is 0. The MHC is Patr-A0701 with pseudo-sequence Patr-A0701. (9) The MHC is HLA-B48:01 with pseudo-sequence HLA-B48:01. The binding affinity (normalized) is 0.0847. The peptide sequence is APRARTAAF. (10) The peptide sequence is ITTHFQRKRR. The binding affinity (normalized) is 0.573. The MHC is HLA-A31:01 with pseudo-sequence HLA-A31:01.